This data is from Full USPTO retrosynthesis dataset with 1.9M reactions from patents (1976-2016). The task is: Predict the reactants needed to synthesize the given product. (1) Given the product [Br:1][C:2]1[C:10]2[NH:9][CH:8]3[CH2:18][CH2:19][NH:20][CH2:21][CH:7]3[C:6]=2[CH:5]=[C:4]([C:29]2[CH:34]=[CH:33][C:32]([Cl:35])=[CH:31][C:30]=2[Cl:36])[CH:3]=1, predict the reactants needed to synthesize it. The reactants are: [Br:1][C:2]1[C:10]2[N:9](C(OC(C)(C)C)=O)[CH:8]3[CH2:18][CH2:19][N:20](C(OC(C)(C)C)=O)[CH2:21][CH:7]3[C:6]=2[CH:5]=[C:4]([C:29]2[CH:34]=[CH:33][C:32]([Cl:35])=[CH:31][C:30]=2[Cl:36])[CH:3]=1.FC(F)(F)C(O)=O. (2) Given the product [CH3:1][O:2][C:3]1[CH:8]=[CH:7][CH:6]=[CH:5][C:4]=1[C:9]1[C:17]2[C:12](=[N:13][CH:14]=[C:15]([C:18]3[CH:26]=[C:22]([C:23]([N:34]4[CH2:33][CH2:30][CH2:31][CH2:32]4)=[O:24])[CH:21]=[N:20][CH:19]=3)[CH:16]=2)[NH:11][N:10]=1, predict the reactants needed to synthesize it. The reactants are: [CH3:1][O:2][C:3]1[CH:8]=[CH:7][CH:6]=[CH:5][C:4]=1[C:9]1[C:17]2[C:12](=[N:13][CH:14]=[C:15]([C:18]3[CH:19]=[N:20][CH:21]=[C:22]([CH:26]=3)[C:23](O)=[O:24])[CH:16]=2)[NH:11][N:10]=1.C1[CH:32]=[CH:31][C:30]([CH2:33][NH:34]S(C2C=CC3N=NN(O)C=3C=2)(=O)=O)=CC=1.Cl.CCN=C=NCCCN(C)C.Cl.N1CCCC1. (3) Given the product [CH:36]([NH:37][C:3]([C:5]1[S:9][N:8]=[C:7]([O:10][CH2:11][C:12]2[C:13]([C:18]3[CH:19]=[CH:20][CH:21]=[CH:22][CH:23]=3)=[N:14][O:15][C:16]=2[CH3:17])[CH:6]=1)=[O:4])([CH3:41])[CH3:35], predict the reactants needed to synthesize it. The reactants are: CO[C:3]([C:5]1[S:9][N:8]=[C:7]([O:10][CH2:11][C:12]2[C:13]([C:18]3[CH:23]=[CH:22][CH:21]=[CH:20][CH:19]=3)=[N:14][O:15][C:16]=2[CH3:17])[CH:6]=1)=[O:4].COC(C1ON=C(OC[C:35]2[C:36]([C:41]3C=CC=CN=3)=[N:37]OC=2C)C=1)=O.C(N)(C)C. (4) Given the product [CH2:1]([O:3][CH2:4][CH2:5][N:6]1[CH:10]=[C:9]([B:16]2[O:20][C:19]([CH3:22])([CH3:21])[C:18]([CH3:24])([CH3:23])[O:17]2)[CH:8]=[N:7]1)[CH3:2], predict the reactants needed to synthesize it. The reactants are: [CH2:1]([O:3][CH2:4][CH2:5][N:6]1[CH:10]=[C:9](I)[CH:8]=[N:7]1)[CH3:2].C(O[B:16]1[O:20][C:19]([CH3:22])([CH3:21])[C:18]([CH3:24])([CH3:23])[O:17]1)(C)C. (5) Given the product [CH2:1]([NH:8][CH2:9][CH:10]([C:12]1[CH:17]=[CH:16][C:15]([O:18][C:20]2[CH:28]=[CH:27][C:23]([C:24]([NH2:26])=[O:25])=[CH:22][N:21]=2)=[CH:14][CH:13]=1)[CH3:11])[C:2]1[CH:3]=[CH:4][CH:5]=[CH:6][CH:7]=1, predict the reactants needed to synthesize it. The reactants are: [CH2:1]([NH:8][CH2:9][CH:10]([C:12]1[CH:17]=[CH:16][C:15]([OH:18])=[CH:14][CH:13]=1)[CH3:11])[C:2]1[CH:7]=[CH:6][CH:5]=[CH:4][CH:3]=1.Cl[C:20]1[CH:28]=[CH:27][C:23]([C:24]([NH2:26])=[O:25])=[CH:22][N:21]=1. (6) The reactants are: [CH3:1][O:2][C:3]1[CH:8]=[CH:7][C:6]([C:9]2[C:10]([CH2:21][OH:22])=[C:11]([CH3:20])[O:12][C:13]=2[C:14]2[CH:19]=[CH:18][CH:17]=[CH:16][CH:15]=2)=[CH:5][CH:4]=1.Br[CH2:24][CH2:25][CH2:26][CH2:27][CH2:28][C:29]([O:31][CH2:32][CH3:33])=[O:30].O.Cl. Given the product [CH3:1][O:2][C:3]1[CH:4]=[CH:5][C:6]([C:9]2[C:10]([CH2:21][O:22][CH2:24][CH2:25][CH2:26][CH2:27][CH2:28][C:29]([O:31][CH2:32][CH3:33])=[O:30])=[C:11]([CH3:20])[O:12][C:13]=2[C:14]2[CH:19]=[CH:18][CH:17]=[CH:16][CH:15]=2)=[CH:7][CH:8]=1, predict the reactants needed to synthesize it. (7) Given the product [C:10]([CH:9]([C:4]1[CH:5]=[CH:6][C:7]([F:8])=[C:2]([F:1])[CH:3]=1)[CH:19]([C:15]1[CH:16]=[CH:17][CH:18]=[C:13]([F:12])[CH:14]=1)[CH2:20][C:21]([O:23][CH3:24])=[O:22])#[N:11], predict the reactants needed to synthesize it. The reactants are: [F:1][C:2]1[CH:3]=[C:4]([CH2:9][C:10]#[N:11])[CH:5]=[CH:6][C:7]=1[F:8].[F:12][C:13]1[CH:14]=[C:15]([CH:19]=[CH:20][C:21]([O:23][CH3:24])=[O:22])[CH:16]=[CH:17][CH:18]=1. (8) Given the product [ClH:38].[ClH:38].[F:37][CH:2]([F:1])[C:3]1[N:7]([C:8]2[CH:13]=[C:12]([N:14]3[CH2:19][CH2:18][O:17][CH2:16][CH2:15]3)[N:11]=[C:10]([NH:20][C@H:21]3[CH2:25][CH2:24][NH:23][CH2:22]3)[N:9]=2)[C:6]2[CH:33]=[CH:34][CH:35]=[CH:36][C:5]=2[N:4]=1, predict the reactants needed to synthesize it. The reactants are: [F:1][CH:2]([F:37])[C:3]1[N:7]([C:8]2[CH:13]=[C:12]([N:14]3[CH2:19][CH2:18][O:17][CH2:16][CH2:15]3)[N:11]=[C:10]([NH:20][C@H:21]3[CH2:25][CH2:24][N:23](C(OC(C)(C)C)=O)[CH2:22]3)[N:9]=2)[C:6]2[CH:33]=[CH:34][CH:35]=[CH:36][C:5]=2[N:4]=1.[ClH:38].C(OC(C)C)(C)C. (9) Given the product [N:26]1([C:24]([C:19]2[CH:20]=[C:21]3[C:16]([C:15]4[CH:14]=[C:13]([C:40]5[CH:45]=[CH:44][CH:43]=[C:42]([O:46][CH3:47])[CH:41]=5)[CH:12]=[C:11]([C:8]([NH2:9])=[O:10])[C:23]=4[NH:22]3)=[CH:17][CH:18]=2)=[O:25])[CH2:32][CH2:31][CH2:30][NH:29][CH2:28][CH2:27]1, predict the reactants needed to synthesize it. The reactants are: FC(F)(F)C(O)=O.[C:8]([C:11]1[CH:12]=[C:13]([C:40]2[CH:45]=[CH:44][CH:43]=[C:42]([O:46][CH3:47])[CH:41]=2)[CH:14]=[C:15]2[C:23]=1[NH:22][C:21]1[CH:20]=[C:19]([C:24]([N:26]3[CH2:32][CH2:31][CH2:30][N:29](C(OC(C)(C)C)=O)[CH2:28][CH2:27]3)=[O:25])[CH:18]=[CH:17][C:16]2=1)(=[O:10])[NH2:9].